This data is from Peptide-MHC class I binding affinity with 185,985 pairs from IEDB/IMGT. The task is: Regression. Given a peptide amino acid sequence and an MHC pseudo amino acid sequence, predict their binding affinity value. This is MHC class I binding data. (1) The peptide sequence is FIKDRATAV. The MHC is HLA-A02:11 with pseudo-sequence HLA-A02:11. The binding affinity (normalized) is 0.0847. (2) The peptide sequence is IEADIEHFL. The MHC is HLA-B40:01 with pseudo-sequence HLA-B40:01. The binding affinity (normalized) is 0.952.